Dataset: Reaction yield outcomes from USPTO patents with 853,638 reactions. Task: Predict the reaction yield, written as a fraction of the theoretical maximum amount of product (1.0 means a 100% yield; for example, 0.34 means a 34% yield). (1) The reactants are [Cl:1][C:2]1[N:3]=[C:4]([O:20][CH:21]2[CH2:25][CH2:24][CH2:23][CH2:22]2)[C:5]2[C:10](I)=[CH:9][N:8]([CH2:12][O:13][CH2:14][CH2:15][Si:16]([CH3:19])([CH3:18])[CH3:17])[C:6]=2[N:7]=1.[CH3:26][NH:27][C:28]([C:30]1[CH:35]=[CH:34][C:33](B(O)O)=[CH:32][CH:31]=1)=[O:29].C(=O)([O-])[O-].[Na+].[Na+].ClCCl. The catalyst is O1CCOCC1.O.Cl[Pd]Cl.C1(P(C2C=CC=CC=2)[C-]2C=CC=C2)C=CC=CC=1.[C-]1(P(C2C=CC=CC=2)C2C=CC=CC=2)C=CC=C1.[Fe+2]. The product is [Cl:1][C:2]1[N:3]=[C:4]([O:20][CH:21]2[CH2:25][CH2:24][CH2:23][CH2:22]2)[C:5]2[C:10]([C:33]3[CH:34]=[CH:35][C:30]([C:28]([NH:27][CH3:26])=[O:29])=[CH:31][CH:32]=3)=[CH:9][N:8]([CH2:12][O:13][CH2:14][CH2:15][Si:16]([CH3:19])([CH3:18])[CH3:17])[C:6]=2[N:7]=1. The yield is 0.625. (2) The reactants are [Cl:1][C:2]1[CH:7]=[C:6]([N+:8]([O-])=O)[CH:5]=[C:4]([F:11])[C:3]=1[F:12].C(O)(=O)C. The catalyst is [Fe].CO. The product is [Cl:1][C:2]1[CH:7]=[C:6]([CH:5]=[C:4]([F:11])[C:3]=1[F:12])[NH2:8]. The yield is 1.00.